From a dataset of Reaction yield outcomes from USPTO patents with 853,638 reactions. Predict the reaction yield, written as a fraction of the theoretical maximum amount of product (1.0 means a 100% yield; for example, 0.34 means a 34% yield). (1) The reactants are [CH3:1][O:2][C:3](=[O:9])[C@H:4]([CH:6]([CH3:8])[CH3:7])[NH2:5].[CH2:10]1[CH2:16][S:13](=[O:15])(=[O:14])[O:12][CH2:11]1. The catalyst is C1COCC1. The product is [CH3:1][O:2][C:3]([C@@H:4]([NH:5][CH2:11][CH2:10][CH2:16][S:13]([OH:15])(=[O:14])=[O:12])[CH:6]([CH3:8])[CH3:7])=[O:9]. The yield is 0.500. (2) The reactants are [O:1]=[C:2]1[C:10]2([C:22]3[C:13](=[CH:14][C:15]4[O:20][CH2:19][CH2:18][O:17][C:16]=4[CH:21]=3)[O:12][CH2:11]2)[C:9]2[C:4](=[CH:5][CH:6]=[CH:7][CH:8]=2)[N:3]1[CH2:23][C:24]1[CH:25]=[C:26]([CH:30]=[CH:31][CH:32]=1)[C:27](O)=[O:28].C(Cl)(=O)C(Cl)=O.Cl.[CH3:40][NH:41][CH3:42].C(N(CC)CC)C. The catalyst is C(Cl)(Cl)Cl.CN(C)C=O.ClCCl. The product is [CH3:40][N:41]([CH3:42])[C:27](=[O:28])[C:26]1[CH:30]=[CH:31][CH:32]=[C:24]([CH2:23][N:3]2[C:4]3[C:9](=[CH:8][CH:7]=[CH:6][CH:5]=3)[C:10]3([C:22]4[C:13](=[CH:14][C:15]5[O:20][CH2:19][CH2:18][O:17][C:16]=5[CH:21]=4)[O:12][CH2:11]3)[C:2]2=[O:1])[CH:25]=1. The yield is 0.0800. (3) The reactants are [OH:1][C:2]1[CH:11]=[CH:10][C:5]([C:6]([NH:8][NH2:9])=[O:7])=[CH:4][CH:3]=1.[Br:12][C:13]1[C:14]([CH3:21])=[C:15]([CH:19]=O)[NH:16][C:17]=1[CH3:18]. The catalyst is C(O)(=O)C.CCO. The product is [Br:12][C:13]1[C:14]([CH3:21])=[C:15]([CH:19]=[N:9][NH:8][C:6](=[O:7])[C:5]2[CH:10]=[CH:11][C:2]([OH:1])=[CH:3][CH:4]=2)[NH:16][C:17]=1[CH3:18]. The yield is 0.770. (4) The reactants are P(Cl)(Cl)(Cl)=O.[CH2:6]([O:13][C:14]1[CH:19]=[CH:18][CH:17]=[C:16]([CH3:20])[CH:15]=1)[C:7]1[CH:12]=[CH:11][CH:10]=[CH:9][CH:8]=1.[B].[C:22]([O-])(=[O:24])C.[Na+]. The catalyst is CN(C)C=O. The product is [CH2:6]([O:13][C:14]1[CH:19]=[CH:18][C:17]([CH:22]=[O:24])=[C:16]([CH3:20])[CH:15]=1)[C:7]1[CH:8]=[CH:9][CH:10]=[CH:11][CH:12]=1. The yield is 0.170. (5) The reactants are [Cl:1][C:2]1[CH:9]=[CH:8][C:5]([C:6]#N)=[CH:4][N:3]=1.C1(C)C=CC=CC=1.CC(C[AlH]CC(C)C)C.[OH:26]S(O)(=O)=O. The catalyst is CO. The product is [Cl:1][C:2]1[N:3]=[CH:4][C:5]([CH:6]=[O:26])=[CH:8][CH:9]=1. The yield is 0.620.